Dataset: Catalyst prediction with 721,799 reactions and 888 catalyst types from USPTO. Task: Predict which catalyst facilitates the given reaction. (1) Reactant: [CH3:1][O:2][C:3]1[C:14]([O:15][CH3:16])=[CH:13][C:6]2[NH:7][C:8](=[O:12])[O:9][C:10](=[O:11])[C:5]=2[CH:4]=1.[H-].[Na+].I[CH3:20].O. Product: [CH3:1][O:2][C:3]1[C:14]([O:15][CH3:16])=[CH:13][C:6]2[N:7]([CH3:20])[C:8](=[O:12])[O:9][C:10](=[O:11])[C:5]=2[CH:4]=1. The catalyst class is: 9. (2) Reactant: CCN(S(F)(F)[F:7])CC.[Cl:10][C:11]1[CH:12]=[CH:13][C:14]2[O:27][CH:26]([CH2:28]O)[N:17]3[C:18]4[CH:19]=[CH:20][CH:21]=[C:22]([F:25])[C:23]=4[CH:24]=[C:16]3[C:15]=2[N:30]=1. Product: [Cl:10][C:11]1[CH:12]=[CH:13][C:14]2[O:27][CH:26]([CH2:28][F:7])[N:17]3[C:18]4[CH:19]=[CH:20][CH:21]=[C:22]([F:25])[C:23]=4[CH:24]=[C:16]3[C:15]=2[N:30]=1. The catalyst class is: 34.